This data is from Reaction yield outcomes from USPTO patents with 853,638 reactions. The task is: Predict the reaction yield, written as a fraction of the theoretical maximum amount of product (1.0 means a 100% yield; for example, 0.34 means a 34% yield). The reactants are Br[C:2]1[C:3]([CH3:12])=[C:4]([CH:9]=[CH:10][CH:11]=1)[C:5]([O:7][CH3:8])=[O:6].C([O-])([O-])=O.[Na+].[Na+].[CH3:19][N:20](C)C(=O)C. The catalyst is [C-]#N.[C-]#N.[C-]#N.[C-]#N.[C-]#N.[C-]#N.O.O.O.[K+].[K+].[K+].[K+].[Fe+2].CC([O-])=O.CC([O-])=O.[Pd+2]. The product is [C:19]([C:2]1[C:3]([CH3:12])=[C:4]([CH:9]=[CH:10][CH:11]=1)[C:5]([O:7][CH3:8])=[O:6])#[N:20]. The yield is 0.700.